The task is: Predict the reactants needed to synthesize the given product.. This data is from Full USPTO retrosynthesis dataset with 1.9M reactions from patents (1976-2016). (1) The reactants are: [F:1][C:2]1[CH:7]=[CH:6][CH:5]=[CH:4][C:3]=1[CH2:8][C:9]([OH:15])(O)[CH:10]([CH3:13])[CH2:11][OH:12].C(N(CC)CC)C.ClCCl.[C:26]1([CH3:36])[CH:31]=[CH:30][C:29]([S:32](Cl)(=[O:34])=[O:33])=[CH:28][CH:27]=1. Given the product [S:32]([C:29]1[CH:30]=[CH:31][C:26]([CH3:36])=[CH:27][CH:28]=1)([O:12][CH2:11][CH:10]([CH3:13])[CH:9]([OH:15])[CH2:8][C:3]1[CH:4]=[CH:5][CH:6]=[CH:7][C:2]=1[F:1])(=[O:34])=[O:33], predict the reactants needed to synthesize it. (2) Given the product [CH3:14][N:4]1[CH:3]=[C:2]([C:25]2[CH:26]=[C:21]([NH:20][S:17]([CH2:15][CH3:16])(=[O:18])=[O:19])[CH:22]=[CH:23][CH:24]=2)[C:11]2[C:6](=[CH:7][CH:8]=[C:9]([CH3:12])[CH:10]=2)[C:5]1=[O:13], predict the reactants needed to synthesize it. The reactants are: Br[C:2]1[C:11]2[C:6](=[CH:7][CH:8]=[C:9]([CH3:12])[CH:10]=2)[C:5](=[O:13])[N:4]([CH3:14])[CH:3]=1.[CH2:15]([S:17]([NH:20][C:21]1[CH:22]=[C:23](B(O)O)[CH:24]=[CH:25][CH:26]=1)(=[O:19])=[O:18])[CH3:16].[O-]P([O-])([O-])=O.[K+].[K+].[K+].